Dataset: Reaction yield outcomes from USPTO patents with 853,638 reactions. Task: Predict the reaction yield, written as a fraction of the theoretical maximum amount of product (1.0 means a 100% yield; for example, 0.34 means a 34% yield). (1) The reactants are C([N:8]1[CH2:13][CH2:12][N:11]2[CH2:14][C@@H:15]([CH2:18][OH:19])[CH2:16][CH2:17][C@H:10]2[CH2:9]1)(OC(C)(C)C)=O. The catalyst is FC(F)(F)C(O)=O.O. The product is [OH:19][CH2:18][C@@H:15]1[CH2:14][N:11]2[CH2:12][CH2:13][NH:8][CH2:9][C@@H:10]2[CH2:17][CH2:16]1. The yield is 0.920. (2) The reactants are [CH:1]([C:3]1[CH:4]=[C:5]([CH:9]([NH:11][C:12](=[O:18])[O:13][C:14]([CH3:17])([CH3:16])[CH3:15])[CH3:10])[CH:6]=[CH:7][CH:8]=1)=O.C([O-])(=O)C.[Na+].Cl.[NH2:25][OH:26]. The catalyst is C1COCC1. The product is [OH:26][N:25]=[CH:1][C:3]1[CH:4]=[C:5]([CH:9]([NH:11][C:12](=[O:18])[O:13][C:14]([CH3:17])([CH3:16])[CH3:15])[CH3:10])[CH:6]=[CH:7][CH:8]=1. The yield is 1.00. (3) No catalyst specified. The product is [CH2:14]([O:16][C:17](=[O:29])[CH2:18][CH2:19][C:20]1[CH:25]=[C:24]([F:26])[C:23]([O:27][CH2:12][C:11]2[C:6]([S:5][CH:1]([CH2:3][CH3:4])[CH3:2])=[N:7][CH:8]=[CH:9][CH:10]=2)=[C:22]([F:28])[CH:21]=1)[CH3:15]. The reactants are [CH:1]([S:5][C:6]1[C:11]([CH2:12]Cl)=[CH:10][CH:9]=[CH:8][N:7]=1)([CH2:3][CH3:4])[CH3:2].[CH2:14]([O:16][C:17](=[O:29])[CH2:18][CH2:19][C:20]1[CH:25]=[C:24]([F:26])[C:23]([OH:27])=[C:22]([F:28])[CH:21]=1)[CH3:15]. The yield is 0.650. (4) The reactants are [CH3:1][O:2][C:3]1[CH:4]=[C:5]([C:9]2[CH:17]=[CH:16][CH:15]=[C:14]3[C:10]=2[CH2:11][C:12](=[O:18])[NH:13]3)[CH:6]=[CH:7][CH:8]=1.[CH3:19][C:20]1[CH:24]=[C:23]([CH3:25])[NH:22][C:21]=1[CH:26]=O. The catalyst is C(O)C.N1CCCCC1. The product is [CH3:19][C:20]1[CH:24]=[C:23]([CH3:25])[NH:22][C:21]=1[CH:26]=[C:11]1[C:10]2[C:14](=[CH:15][CH:16]=[CH:17][C:9]=2[C:5]2[CH:6]=[CH:7][CH:8]=[C:3]([O:2][CH3:1])[CH:4]=2)[NH:13][C:12]1=[O:18]. The yield is 0.690.